From a dataset of Catalyst prediction with 721,799 reactions and 888 catalyst types from USPTO. Predict which catalyst facilitates the given reaction. (1) Reactant: [CH:1]12[CH2:10][CH:5]3[CH2:6][CH:7]([CH2:9][CH:3]([CH2:4]3)[CH:2]1[NH:11][CH2:12][C:13]([CH3:16])([NH2:15])[CH3:14])[CH2:8]2.[C:17](N1C=CN=C1)(N1C=CN=C1)=[O:18].O. Product: [CH:3]12[CH2:9][CH:7]3[CH2:6][CH:5]([CH2:10][CH:1]([CH2:8]3)[CH:2]1[N:11]1[CH2:12][C:13]([CH3:16])([CH3:14])[NH:15][C:17]1=[O:18])[CH2:4]2. The catalyst class is: 1. (2) Reactant: [CH2:1]([CH:3]1[CH2:16][C:15]2[S:14][C:13]3[C:8](=[CH:9][CH:10]=[C:11]([C:17]4[NH:21][N:20]=[N:19][N:18]=4)[CH:12]=3)[C:7](=[O:22])[C:6]=2[CH2:5][CH2:4]1)[CH3:2].[C:23](=O)([O-])[O-].[Cs+].[Cs+].IC. Product: [CH2:1]([CH:3]1[CH2:16][C:15]2[S:14][C:13]3[C:8](=[CH:9][CH:10]=[C:11]([C:17]4[N:21]=[N:20][N:19]([CH3:23])[N:18]=4)[CH:12]=3)[C:7](=[O:22])[C:6]=2[CH2:5][CH2:4]1)[CH3:2]. The catalyst class is: 384. (3) Product: [OH:2][C:3]1[CH:8]=[CH:7][CH:6]=[CH:5][C:4]=1[CH:9]1[CH2:14][CH2:13][N:12]([C:15]([O:17][CH2:18][CH3:19])=[O:16])[CH2:11][CH2:10]1. The catalyst class is: 4. Reactant: C[O:2][C:3]1[CH:8]=[CH:7][CH:6]=[CH:5][C:4]=1[CH:9]1[CH2:14][CH2:13][N:12]([C:15]([O:17][CH2:18][CH3:19])=[O:16])[CH2:11][CH2:10]1.B(Br)(Br)Br. (4) Reactant: [C:1]([N:5]=[C:6]=[O:7])([CH3:4])([CH3:3])[CH3:2].[CH2:8]([O:15][C:16]1[CH:17]=[C:18]([CH:29]=[C:30]([O:32][CH2:33][C:34]2[CH:39]=[CH:38][CH:37]=[CH:36][CH:35]=2)[CH:31]=1)[C:19]([NH:21][C:22]1[CH:27]=[CH:26][C:25]([NH2:28])=[CH:24][N:23]=1)=[O:20])[C:9]1[CH:14]=[CH:13][CH:12]=[CH:11][CH:10]=1. Product: [CH2:33]([O:32][C:30]1[CH:29]=[C:18]([CH:17]=[C:16]([O:15][CH2:8][C:9]2[CH:14]=[CH:13][CH:12]=[CH:11][CH:10]=2)[CH:31]=1)[C:19]([NH:21][C:22]1[CH:27]=[CH:26][C:25]([NH:28][C:6]([NH:5][C:1]([CH3:4])([CH3:3])[CH3:2])=[O:7])=[CH:24][N:23]=1)=[O:20])[C:34]1[CH:35]=[CH:36][CH:37]=[CH:38][CH:39]=1. The catalyst class is: 1. (5) Product: [C:9]([C:10]1[CH:16]=[CH:15][CH:14]=[CH:13][C:11]=1[NH:12][C:7](=[O:8])[C:1]1[CH:6]=[CH:5][CH:4]=[CH:3][CH:2]=1)(=[O:17])[C:1]1[CH:6]=[CH:5][CH:4]=[CH:3][CH:2]=1. The catalyst class is: 168. Reactant: [C:1]1([C:7]2[O:8][C:9](=[O:17])[C:10]3[CH:16]=[CH:15][CH:14]=[CH:13][C:11]=3[N:12]=2)[CH:6]=[CH:5][CH:4]=[CH:3][CH:2]=1.O. (6) Reactant: [OH:1][CH2:2][C:3]1[N:4]=[C:5]2[C:10]([C:11]3[CH:16]=[CH:15][CH:14]=[CH:13][CH:12]=3)=[CH:9][C:8]([C:17]3[S:21][C:20]([N:22]([CH:30]([CH3:32])[CH3:31])C(=O)OC(C)(C)C)=[N:19][CH:18]=3)=[CH:7][N:6]2[CH:33]=1. Product: [CH:30]([NH:22][C:20]1[S:21][C:17]([C:8]2[CH:9]=[C:10]([C:11]3[CH:16]=[CH:15][CH:14]=[CH:13][CH:12]=3)[C:5]3[N:6]([CH:33]=[C:3]([CH2:2][OH:1])[N:4]=3)[CH:7]=2)=[CH:18][N:19]=1)([CH3:32])[CH3:31]. The catalyst class is: 67. (7) Reactant: [Br:1][C:2]1[CH:11]=[C:10]2[C:5]([CH2:6][O:7][C:8]2=[O:9])=[CH:4][CH:3]=1.CC(C[AlH]CC(C)C)C. Product: [Br:1][C:2]1[CH:11]=[C:10]2[C:5]([CH2:6][O:7][CH:8]2[OH:9])=[CH:4][CH:3]=1. The catalyst class is: 4. (8) Reactant: [CH3:1][N:2]([CH2:4][C:5]1[CH:6]=[C:7]([CH:12]=[C:13]([F:15])[CH:14]=1)[C:8](OC)=[O:9])[CH3:3].[AlH4-].[Li+].C1COCC1.[OH-].[Na+]. Product: [CH3:3][N:2]([CH2:4][C:5]1[CH:6]=[C:7]([CH2:8][OH:9])[CH:12]=[C:13]([F:15])[CH:14]=1)[CH3:1]. The catalyst class is: 798.